From a dataset of Forward reaction prediction with 1.9M reactions from USPTO patents (1976-2016). Predict the product of the given reaction. (1) Given the reactants [C:1]([C:5]1[C:6]([OH:19])=[C:7]([C:11]([OH:18])=[C:12]([C:14]([CH3:17])([CH3:16])[CH3:15])[CH:13]=1)[C:8]([OH:10])=O)([CH3:4])([CH3:3])[CH3:2].[Cl:20][C:21]1[CH:27]=[C:26]([S:28]([C:31]([F:34])([F:33])[F:32])(=[O:30])=[O:29])[CH:25]=[CH:24][C:22]=1[NH2:23], predict the reaction product. The product is: [C:14]([C:12]1[C:11]([OH:18])=[C:7]([C:6]([OH:19])=[C:5]([C:1]([CH3:3])([CH3:4])[CH3:2])[CH:13]=1)[C:8]([NH:23][C:22]1[CH:24]=[CH:25][C:26]([S:28]([C:31]([F:34])([F:32])[F:33])(=[O:30])=[O:29])=[CH:27][C:21]=1[Cl:20])=[O:10])([CH3:17])([CH3:15])[CH3:16]. (2) Given the reactants [Br:1][C:2]1[N:7]=[C:6]([C:8]([O:10][CH3:11])=[O:9])[C:5]([OH:12])=[CH:4][CH:3]=1.CI.[C:15]([O-])([O-])=O.[K+].[K+], predict the reaction product. The product is: [Br:1][C:2]1[N:7]=[C:6]([C:8]([O:10][CH3:11])=[O:9])[C:5]([O:12][CH3:15])=[CH:4][CH:3]=1. (3) Given the reactants F[C:2]1[CH:7]=[CH:6][C:5]([S:8]([NH2:11])(=[O:10])=[O:9])=[CH:4][C:3]=1[C:12]([N:14]1[CH2:19][CH2:18][O:17][CH2:16][CH2:15]1)=[O:13].[F:20][C:21]([F:32])([F:31])[C:22]1[C:30]2[CH2:29][CH2:28][CH2:27][CH2:26][C:25]=2[NH:24][N:23]=1, predict the reaction product. The product is: [N:14]1([C:12]([C:3]2[CH:4]=[C:5]([S:8]([NH2:11])(=[O:10])=[O:9])[CH:6]=[CH:7][C:2]=2[N:24]2[C:25]3[CH2:26][CH2:27][CH2:28][CH2:29][C:30]=3[C:22]([C:21]([F:20])([F:32])[F:31])=[N:23]2)=[O:13])[CH2:19][CH2:18][O:17][CH2:16][CH2:15]1. (4) The product is: [C:1]([O:5][C:6]([N:8]1[CH2:13][CH2:12][CH:11]([C:14]2[CH:19]=[CH:18][CH:17]=[C:16]([C:20](=[O:21])[N:24]([CH3:23])[CH:25]3[C:34]4[C:29](=[CH:30][CH:31]=[CH:32][CH:33]=4)[CH2:28][CH2:27][CH2:26]3)[N:15]=2)[CH2:10][CH2:9]1)=[O:7])([CH3:4])([CH3:2])[CH3:3]. Given the reactants [C:1]([O:5][C:6]([N:8]1[CH2:13][CH2:12][CH:11]([C:14]2[CH:19]=[CH:18][CH:17]=[C:16]([C:20](O)=[O:21])[N:15]=2)[CH2:10][CH2:9]1)=[O:7])([CH3:4])([CH3:3])[CH3:2].[CH3:23][NH:24][C@H:25]1[C:34]2[C:29](=[CH:30][CH:31]=[CH:32][CH:33]=2)[CH2:28][CH2:27][CH2:26]1.C(N(C(C)C)CC)(C)C.F[P-](F)(F)(F)(F)F.N1(O[P+](N(C)C)(N(C)C)N(C)C)C2C=CC=CC=2N=N1, predict the reaction product.